Dataset: NCI-60 drug combinations with 297,098 pairs across 59 cell lines. Task: Regression. Given two drug SMILES strings and cell line genomic features, predict the synergy score measuring deviation from expected non-interaction effect. (1) Drug 1: C1=NC(=NC(=O)N1C2C(C(C(O2)CO)O)O)N. Drug 2: C1=CC=C(C(=C1)C(C2=CC=C(C=C2)Cl)C(Cl)Cl)Cl. Cell line: CCRF-CEM. Synergy scores: CSS=3.11, Synergy_ZIP=-1.03, Synergy_Bliss=-0.494, Synergy_Loewe=-0.696, Synergy_HSA=-2.33. (2) Drug 1: C1=NC2=C(N1)C(=S)N=CN2. Drug 2: C(CN)CNCCSP(=O)(O)O. Cell line: MDA-MB-231. Synergy scores: CSS=25.9, Synergy_ZIP=7.21, Synergy_Bliss=7.95, Synergy_Loewe=-23.7, Synergy_HSA=8.66. (3) Drug 1: C1C(C(OC1N2C=C(C(=O)NC2=O)F)CO)O. Drug 2: CC(C)(C#N)C1=CC(=CC(=C1)CN2C=NC=N2)C(C)(C)C#N. Cell line: SW-620. Synergy scores: CSS=18.0, Synergy_ZIP=-0.721, Synergy_Bliss=-1.86, Synergy_Loewe=-11.2, Synergy_HSA=-1.45.